This data is from Full USPTO retrosynthesis dataset with 1.9M reactions from patents (1976-2016). The task is: Predict the reactants needed to synthesize the given product. (1) The reactants are: [F:1][C:2]1[CH:7]=[CH:6][C:5]([C:8]([NH2:11])([CH3:10])[CH3:9])=[CH:4][CH:3]=1.[CH2:12]1[CH2:18][S:15](=[O:17])(=[O:16])[O:14][CH2:13]1.CC#N.C1(C)C=CC=CC=1. Given the product [F:1][C:2]1[CH:3]=[CH:4][C:5]([C:8]([NH:11][CH2:13][CH2:12][CH2:18][S:15]([OH:17])(=[O:16])=[O:14])([CH3:9])[CH3:10])=[CH:6][CH:7]=1, predict the reactants needed to synthesize it. (2) Given the product [CH:21]1[C:20]2[C:19](=[CH:6][CH:1]=[CH:2][CH:3]=2)[C:18]([CH2:24][CH:25]([S:29][C:30]2[CH:31]=[CH:32][CH:33]=[CH:34][CH:35]=2)[CH:26]=[O:28])=[CH:23][CH:22]=1, predict the reactants needed to synthesize it. The reactants are: [C:1]1(C#CCO)[CH:6]=CC=[CH:3][CH:2]=1.C1(S)C=CC=CC=1.[C:18]1([CH2:24][CH:25]([S:29][C:30]2[CH:35]=[CH:34][CH:33]=[CH:32][CH:31]=2)[C:26](=[O:28])C)[CH:23]=[CH:22][CH:21]=[CH:20][CH:19]=1. (3) Given the product [Br:16][C:17]1[C:18]([O:13][CH2:12][C@H:10]2[CH2:11][C@@H:9]2[C:6]2[CH:5]=[CH:4][C:3]([O:2][CH3:1])=[CH:8][N:7]=2)=[N:19][C:20]([CH3:23])=[N:21][CH:22]=1, predict the reactants needed to synthesize it. The reactants are: [CH3:1][O:2][C:3]1[CH:4]=[CH:5][C:6]([C@H:9]2[CH2:11][C@@H:10]2[CH2:12][OH:13])=[N:7][CH:8]=1.[H-].[Na+].[Br:16][C:17]1[C:18](Cl)=[N:19][C:20]([CH3:23])=[N:21][CH:22]=1.C(=O)(O)[O-].[Na+].